This data is from hERG Central: cardiac toxicity at 1µM, 10µM, and general inhibition. The task is: Predict hERG channel inhibition at various concentrations. (1) The compound is C[C@@H](CN1C2=NC[C@H](Cc3ccccc3)N2C[C@H]1Cc1ccc(O)cc1)NC(=O)CCC1CCCCC1. Results: hERG_inhib (hERG inhibition (general)): blocker. (2) The drug is Cl.Fc1ccc(CN2C3=NCCN3c3ccccc32)cc1. Results: hERG_inhib (hERG inhibition (general)): blocker. (3) The molecule is Cn1c(-c2cccc(Br)c2)cnc1NCc1cccnc1. Results: hERG_inhib (hERG inhibition (general)): blocker. (4) The compound is O=C1NCCc2c1[nH]c1ccccc21. Results: hERG_inhib (hERG inhibition (general)): blocker. (5) The drug is Br.N=c1n(CCN2CCCCC2)c2ccccc2n1CC(=O)c1cccc([N+](=O)[O-])c1. Results: hERG_inhib (hERG inhibition (general)): blocker. (6) The compound is COc1ccc([N+](=O)[O-])cc1C(=O)NC1CCN(Cc2ccccc2)CC1.Cl.O. Results: hERG_inhib (hERG inhibition (general)): blocker. (7) The molecule is OC(C#CCCN1CCCCC1)(c1ccccc1)c1ccccc1. Results: hERG_inhib (hERG inhibition (general)): blocker.